From a dataset of CYP2D6 inhibition data for predicting drug metabolism from PubChem BioAssay. Regression/Classification. Given a drug SMILES string, predict its absorption, distribution, metabolism, or excretion properties. Task type varies by dataset: regression for continuous measurements (e.g., permeability, clearance, half-life) or binary classification for categorical outcomes (e.g., BBB penetration, CYP inhibition). Dataset: cyp2d6_veith. (1) The drug is Cc1ccc(S(=O)(=O)N(CC(=O)N/N=C/c2ccc(F)cc2)c2cccc3cccnc23)cc1. The result is 0 (non-inhibitor). (2) The compound is CCCc1nnc(NC(=O)CCC(=O)NCc2ccccc2OC)s1. The result is 0 (non-inhibitor).